Dataset: Full USPTO retrosynthesis dataset with 1.9M reactions from patents (1976-2016). Task: Predict the reactants needed to synthesize the given product. (1) Given the product [CH3:31][O:30][CH2:29][CH2:28][CH:25]1[CH2:24][CH2:23][N:22]([CH2:21][CH2:20][CH2:19][O:17][C:14]2[CH:15]=[CH:16][C:11]([C:5]3([CH2:4][N:2]([CH3:1])[CH3:3])[CH2:6][CH2:7][O:8][CH2:9][CH2:10]3)=[CH:12][CH:13]=2)[CH2:27][CH2:26]1, predict the reactants needed to synthesize it. The reactants are: [CH3:1][N:2]([CH2:4][C:5]1([C:11]2[CH:16]=[CH:15][C:14]([OH:17])=[CH:13][CH:12]=2)[CH2:10][CH2:9][O:8][CH2:7][CH2:6]1)[CH3:3].Cl[CH2:19][CH2:20][CH2:21][N:22]1[CH2:27][CH2:26][CH:25]([CH2:28][CH2:29][O:30][CH3:31])[CH2:24][CH2:23]1.C([O-])([O-])=O.[K+].[K+]. (2) Given the product [CH2:44]([O:43][C:41](=[O:42])[CH2:40][C@@H:39]([C:36]1[CH:35]=[CH:34][C:33]([O:1][CH2:2][C:3]2[CH:31]=[CH:30][C:6]3[S:7][CH:8]=[C:9]([C:10]4[CH:15]=[CH:14][C:13]([CH:16]5[CH2:21][CH2:20][N:19]([C:22]([O:24][C:25]([CH3:26])([CH3:27])[CH3:28])=[O:23])[CH2:18][CH2:17]5)=[CH:12][C:11]=4[CH3:29])[C:5]=3[CH:4]=2)=[CH:38][CH:37]=1)[C:46]#[C:47][CH3:48])[CH3:45], predict the reactants needed to synthesize it. The reactants are: [OH:1][CH2:2][C:3]1[CH:31]=[CH:30][C:6]2[S:7][CH:8]=[C:9]([C:10]3[CH:15]=[CH:14][C:13]([CH:16]4[CH2:21][CH2:20][N:19]([C:22]([O:24][C:25]([CH3:28])([CH3:27])[CH3:26])=[O:23])[CH2:18][CH2:17]4)=[CH:12][C:11]=3[CH3:29])[C:5]=2[CH:4]=1.O[C:33]1[CH:38]=[CH:37][C:36]([C@@H:39]([C:46]#[C:47][CH3:48])[CH2:40][C:41]([O:43][CH2:44][CH3:45])=[O:42])=[CH:35][CH:34]=1.P(CCCC)(CCCC)CCCC.C1CCN(C(N=NC(N2CCCCC2)=O)=O)CC1. (3) Given the product [CH:1]1([N:7]2[C:15]3[C:14](=[O:16])[NH:13][C:12]([C:17]4[CH:34]=[CH:33][C:20]([CH2:21][N:22]5[CH2:27][CH2:26][CH:25]([C:28]([OH:30])=[O:29])[CH2:24][CH2:23]5)=[CH:19][C:18]=4[O:35][CH3:36])=[N:11][C:10]=3[C:9]([CH3:37])=[N:8]2)[CH2:2][CH2:3][CH2:4][CH2:5][CH2:6]1, predict the reactants needed to synthesize it. The reactants are: [CH:1]1([N:7]2[C:15]3[C:14](=[O:16])[NH:13][C:12]([C:17]4[CH:34]=[CH:33][C:20]([CH2:21][N:22]5[CH2:27][CH2:26][CH:25]([C:28]([O:30]CC)=[O:29])[CH2:24][CH2:23]5)=[CH:19][C:18]=4[O:35][CH3:36])=[N:11][C:10]=3[C:9]([CH3:37])=[N:8]2)[CH2:6][CH2:5][CH2:4][CH2:3][CH2:2]1.[OH-].[Na+]. (4) Given the product [Cl:1][C:2]1[C:3]([C:26]2[N:30]=[CH:29][N:28]([CH2:34][CH2:33][N:32]([CH3:36])[CH3:31])[N:27]=2)=[C:4]([NH:7][C:8](=[O:25])[CH2:9][N:10]2[C:19]3[C:14](=[CH:15][C:16]([C:20]([F:23])([F:22])[F:21])=[CH:17][CH:18]=3)[CH:13]=[CH:12][C:11]2=[O:24])[S:5][CH:6]=1, predict the reactants needed to synthesize it. The reactants are: [Cl:1][C:2]1[C:3]([C:26]2[N:30]=[CH:29][NH:28][N:27]=2)=[C:4]([NH:7][C:8](=[O:25])[CH2:9][N:10]2[C:19]3[C:14](=[CH:15][C:16]([C:20]([F:23])([F:22])[F:21])=[CH:17][CH:18]=3)[CH:13]=[CH:12][C:11]2=[O:24])[S:5][CH:6]=1.[CH3:31][N:32]([CH3:36])[CH2:33][CH2:34]O. (5) Given the product [Cl:15][C:12]1[CH:13]=[CH:14][C:9]([C:6]2[O:5][C:4](/[CH:3]=[CH:2]/[NH:34][C:32](=[O:33])[C:27]3[CH:28]=[CH:29][CH:30]=[CH:31][N:26]=3)=[CH:8][CH:7]=2)=[CH:10][C:11]=1[C:16]([F:19])([F:18])[F:17], predict the reactants needed to synthesize it. The reactants are: Br/[CH:2]=[CH:3]/[C:4]1[O:5][C:6]([C:9]2[CH:14]=[CH:13][C:12]([Cl:15])=[C:11]([C:16]([F:19])([F:18])[F:17])[CH:10]=2)=[CH:7][CH:8]=1.C(=O)([O-])[O-].[K+].[K+].[N:26]1[CH:31]=[CH:30][CH:29]=[CH:28][C:27]=1[C:32]([NH2:34])=[O:33].CNCCNC. (6) Given the product [I:18][C:6]1[CH:5]=[C:4]2[C:9](=[CH:8][CH:7]=1)[NH:1][C:2](=[O:10])[CH2:3]2, predict the reactants needed to synthesize it. The reactants are: [NH:1]1[C:9]2[C:4](=[CH:5][CH:6]=[CH:7][CH:8]=2)[CH2:3][C:2]1=[O:10].C1C(=O)N([I:18])C(=O)C1.O.CCOC(C)=O. (7) The reactants are: P(Cl)(Cl)([Cl:3])=O.[Cl:6][C:7]1[CH:8]=[CH:9][C:10]2[NH:16][C:15](=O)[C:14]3=[CH:18][C:19]([CH3:21])=[CH:20][N:13]3[CH2:12][C:11]=2[CH:22]=1.CN(C)C1C=CC=CC=1. Given the product [Cl:6][C:7]1[CH:8]=[CH:9][C:10]2[N:16]=[C:15]([Cl:3])[C:14]3=[CH:18][C:19]([CH3:21])=[CH:20][N:13]3[CH2:12][C:11]=2[CH:22]=1, predict the reactants needed to synthesize it.